This data is from Catalyst prediction with 721,799 reactions and 888 catalyst types from USPTO. The task is: Predict which catalyst facilitates the given reaction. (1) Reactant: [C:1]1(B(O)O)[C:10]2[C:5](=[CH:6][CH:7]=[CH:8][CH:9]=2)[CH:4]=[CH:3][CH:2]=1.C(=O)([O-])[O-].[K+].[K+].Br[C:21]1[CH:26]=[CH:25][C:24]([C:27](=[O:37])[CH2:28][CH2:29][CH2:30][C:31](=[O:36])[C:32]([F:35])([F:34])[F:33])=[CH:23][CH:22]=1.C(=O)([O-])O.[Na+]. Product: [F:33][C:32]([F:34])([F:35])[C:31](=[O:36])[CH2:30][CH2:29][CH2:28][C:27]([C:24]1[CH:25]=[CH:26][C:21]([C:1]2[C:10]3[C:5](=[CH:6][CH:7]=[CH:8][CH:9]=3)[CH:4]=[CH:3][CH:2]=2)=[CH:22][CH:23]=1)=[O:37]. The catalyst class is: 109. (2) Reactant: [Br:1][C:2]1[CH:14]=[CH:13][C:12]2[C:11]3[C:6](=[CH:7][C:8]([OH:15])=[CH:9][CH:10]=3)[CH2:5][C:4]=2[CH:3]=1.[CH2:16](Br)[CH2:17][CH2:18][CH2:19][CH3:20].C(=O)([O-])[O-].[K+].[K+].Cl. Product: [Br:1][C:2]1[CH:14]=[CH:13][C:12]2[C:11]3[C:6](=[CH:7][C:8]([O:15][CH2:16][CH2:17][CH2:18][CH2:19][CH3:20])=[CH:9][CH:10]=3)[CH2:5][C:4]=2[CH:3]=1. The catalyst class is: 9. (3) Reactant: [O:1]1[CH:5]=[CH:4][CH:3]=[C:2]1[C:6]1[CH:35]=[CH:34][C:9]([C:10]([N:12]([CH2:16][C:17]2[CH:33]=[CH:32][CH:31]=[CH:30][C:18]=2[O:19][CH2:20][CH2:21][O:22][CH2:23][CH2:24][C:25]([O:27]CC)=[O:26])[CH:13]([CH3:15])[CH3:14])=[O:11])=[CH:8][CH:7]=1.O.[OH-].[Li+].Cl. Product: [O:1]1[CH:5]=[CH:4][CH:3]=[C:2]1[C:6]1[CH:7]=[CH:8][C:9]([C:10]([N:12]([CH2:16][C:17]2[CH:33]=[CH:32][CH:31]=[CH:30][C:18]=2[O:19][CH2:20][CH2:21][O:22][CH2:23][CH2:24][C:25]([OH:27])=[O:26])[CH:13]([CH3:14])[CH3:15])=[O:11])=[CH:34][CH:35]=1. The catalyst class is: 20. (4) Reactant: [Br:1][C:2]1[CH:3]=[CH:4][CH:5]=[C:6]2[C:11]=1[N:10]=[CH:9][CH:8]=[C:7]2[O:12][C@H:13]1[CH2:18][CH2:17][C@H:16]([NH2:19])[CH2:15][CH2:14]1.[CH3:20][C:21]1[O:25][N:24]=[C:23]([C:26](O)=[O:27])[CH:22]=1.C(P(O)(=O)O)CC.O. Product: [Br:1][C:2]1[CH:3]=[CH:4][CH:5]=[C:6]2[C:11]=1[N:10]=[CH:9][CH:8]=[C:7]2[O:12][C@H:13]1[CH2:14][CH2:15][C@H:16]([NH:19][C:26]([C:23]2[CH:22]=[C:21]([CH3:20])[O:25][N:24]=2)=[O:27])[CH2:17][CH2:18]1. The catalyst class is: 17. (5) Reactant: [C:1]1([CH3:22])[CH:6]=CC=C[C:2]=1P([C:2]1C=CC=[CH:6][C:1]=1[CH3:22])[C:2]1C=CC=[CH:6][C:1]=1[CH3:22].[C:23]1([NH:29][C:30]2[CH:35]=[CH:34][CH:33]=[CH:32][CH:31]=2)[CH:28]=[CH:27][CH:26]=[CH:25][CH:24]=1.C([O:40][C:41](=[O:49])[C:42]1[CH:47]=[CH:46][CH:45]=[C:44](Br)[CH:43]=1)(C)(C)C.CC(C)([O-])C.[Na+]. Product: [C:30]1([N:29]([C:23]2[CH:24]=[CH:25][CH:26]=[CH:27][CH:28]=2)[C:47]2[CH:46]=[CH:45][CH:44]=[C:43]([C:1]([CH3:22])([CH3:6])[CH3:2])[C:42]=2[C:41]([OH:40])=[O:49])[CH:31]=[CH:32][CH:33]=[CH:34][CH:35]=1. The catalyst class is: 487. (6) Reactant: Br[CH2:2][C:3]([C:5]1[CH:10]=[CH:9][C:8]([N:11]2[CH2:16][CH2:15][O:14][CH2:13][CH2:12]2)=[C:7]([F:17])[CH:6]=1)=[O:4].[C:18]1(=[O:28])[NH:22][C:21](=[O:23])[C:20]2=[CH:24][CH:25]=[CH:26][CH:27]=[C:19]12.[K]. Product: [F:17][C:7]1[CH:6]=[C:5]([C:3](=[O:4])[CH2:2][N:22]2[C:18](=[O:28])[C:19]3[C:20](=[CH:24][CH:25]=[CH:26][CH:27]=3)[C:21]2=[O:23])[CH:10]=[CH:9][C:8]=1[N:11]1[CH2:16][CH2:15][O:14][CH2:13][CH2:12]1. The catalyst class is: 3.